Dataset: Forward reaction prediction with 1.9M reactions from USPTO patents (1976-2016). Task: Predict the product of the given reaction. (1) Given the reactants [CH3:1][O:2][C:3]1[CH:4]=[C:5]([C:11]2[CH:15]=[C:14]([NH2:16])[N:13]([CH3:17])[N:12]=2)[CH:6]=[C:7]([O:9][CH3:10])[CH:8]=1.C([O:20][C:21](=O)[CH2:22][C:23](=O)[CH3:24])C, predict the reaction product. The product is: [CH3:10][O:9][C:7]1[CH:6]=[C:5]([C:11]2[C:15]3[C:23]([CH3:24])=[CH:22][C:21](=[O:20])[NH:16][C:14]=3[N:13]([CH3:17])[N:12]=2)[CH:4]=[C:3]([O:2][CH3:1])[CH:8]=1. (2) Given the reactants C([N:8]1[CH2:12][CH:11]([NH:13][C:14]2[CH:19]=[CH:18][C:17]([Cl:20])=[CH:16][C:15]=2[N+:21]([O-:23])=[O:22])[CH2:10][S:9]1(=[O:25])=[O:24])C1C=CC=CC=1.S(=O)(=O)(O)O.C(=O)([O-])[O-].[Na+].[Na+], predict the reaction product. The product is: [Cl:20][C:17]1[CH:18]=[CH:19][C:14]([NH:13][CH:11]2[CH2:10][S:9](=[O:25])(=[O:24])[NH:8][CH2:12]2)=[C:15]([N+:21]([O-:23])=[O:22])[CH:16]=1. (3) The product is: [OH:1][C:2]1[CH:7]=[CH:6][C:5]([C:8]([C:10]2[CH:15]=[CH:14][C:13]([OH:16])=[CH:12][CH:11]=2)=[C:29]([C:26]2[CH:27]=[CH:28][C:23]([O:22][CH2:21][C:20]([O:19][CH2:17][CH3:18])=[O:34])=[CH:24][CH:25]=2)[CH2:30][CH2:31][CH3:32])=[CH:4][CH:3]=1. Given the reactants [OH:1][C:2]1[CH:7]=[CH:6][C:5]([C:8]([C:10]2[CH:15]=[CH:14][C:13]([OH:16])=[CH:12][CH:11]=2)=O)=[CH:4][CH:3]=1.[CH2:17]([O:19][C:20](=[O:34])[CH2:21][O:22][C:23]1[CH:28]=[CH:27][C:26]([C:29](=O)[CH2:30][CH2:31][CH3:32])=[CH:25][CH:24]=1)[CH3:18], predict the reaction product. (4) Given the reactants Br[C:2]1[CH:11]=[CH:10][CH:9]=[C:8]([Br:12])[C:3]=1[C:4]([O:6][CH3:7])=[O:5].[C:13]1(B(O)O)[CH:18]=[CH:17][CH:16]=[CH:15][CH:14]=1.C(=O)([O-])[O-].[Na+].[Na+], predict the reaction product. The product is: [Br:12][C:8]1[CH:9]=[CH:10][CH:11]=[C:2]([C:13]2[CH:18]=[CH:17][CH:16]=[CH:15][CH:14]=2)[C:3]=1[C:4]([O:6][CH3:7])=[O:5]. (5) Given the reactants Cl.[F:2][C:3]1[CH:4]=[C:5]([CH:27]=[CH:28][CH:29]=1)[CH2:6][C:7]1[C:11]2[C:12]([N:16]3[CH2:25][CH2:24][C:23]4[C:18](=[CH:19][CH:20]=[CH:21][CH:22]=4)[CH2:17]3)=[N:13][CH:14]=[CH:15][C:10]=2[NH:9][C:8]=1[CH3:26].C(=O)(O)[O-].[Na+], predict the reaction product. The product is: [F:2][C:3]1[CH:4]=[C:5]([CH:27]=[CH:28][CH:29]=1)[CH2:6][C:7]1[C:11]2[C:12]([N:16]3[CH2:25][CH2:24][C:23]4[C:18](=[CH:19][CH:20]=[CH:21][CH:22]=4)[CH2:17]3)=[N:13][CH:14]=[CH:15][C:10]=2[NH:9][C:8]=1[CH3:26]. (6) Given the reactants [C:1]([O:5][C:6]([N:8]1[CH2:13][CH2:12][CH:11]([N:14]([C:22]2[O:23][C:24]3[C:30](Br)=[CH:29][CH:28]=[CH:27][C:25]=3[N:26]=2)[C:15]([O:17][C:18]([CH3:21])([CH3:20])[CH3:19])=[O:16])[CH2:10][CH2:9]1)=[O:7])([CH3:4])([CH3:3])[CH3:2].[C:32]1(B(O)O)[CH:37]=[CH:36][CH:35]=[CH:34][CH:33]=1.[F-].[K+].C(P(C(C)(C)C)C1C=CC=CC=1C1C=CC=CC=1)(C)(C)C, predict the reaction product. The product is: [C:1]([O:5][C:6]([N:8]1[CH2:13][CH2:12][CH:11]([N:14]([C:15]([O:17][C:18]([CH3:21])([CH3:20])[CH3:19])=[O:16])[C:22]2[O:23][C:24]3[C:30]([C:32]4[CH:37]=[CH:36][CH:35]=[CH:34][CH:33]=4)=[CH:29][CH:28]=[CH:27][C:25]=3[N:26]=2)[CH2:10][CH2:9]1)=[O:7])([CH3:4])([CH3:3])[CH3:2]. (7) Given the reactants [C:1]1([C:14]2[CH:19]=[CH:18][CH:17]=[CH:16][CH:15]=2)[CH:6]=[CH:5][C:4]([NH:7][C:8](=[O:13])[C:9]([F:12])([F:11])[F:10])=[CH:3][CH:2]=1.[C:20](=O)([O-])[O-].[K+].[K+].CI, predict the reaction product. The product is: [C:1]1([C:14]2[CH:15]=[CH:16][CH:17]=[CH:18][CH:19]=2)[CH:2]=[CH:3][C:4]([N:7]([CH3:20])[C:8](=[O:13])[C:9]([F:11])([F:12])[F:10])=[CH:5][CH:6]=1. (8) Given the reactants [CH:1]1([C:4]2[CH:5]=[CH:6][C:7]([C:15]([OH:17])=O)=[N:8][C:9]=2[O:10][CH2:11][CH:12]2[CH2:14][CH2:13]2)[CH2:3][CH2:2]1.[CH3:18][CH:19]([C:21]1[N:25]=[C:24]([CH3:26])[O:23][N:22]=1)[NH2:20].CO, predict the reaction product. The product is: [CH3:26][C:24]1[O:23][N:22]=[C:21]([CH:19]([NH:20][C:15]([C:7]2[CH:6]=[CH:5][C:4]([CH:1]3[CH2:2][CH2:3]3)=[C:9]([O:10][CH2:11][CH:12]3[CH2:13][CH2:14]3)[N:8]=2)=[O:17])[CH3:18])[N:25]=1. (9) Given the reactants [CH3:1][N:2]([CH3:46])[C:3]1[CH:4]=[C:5]([CH:43]=[CH:44][CH:45]=1)[CH2:6][O:7][CH2:8][CH2:9][O:10][CH2:11][CH2:12][CH2:13][CH2:14][CH2:15][CH2:16][N:17]([CH2:28][C@@H:29]([C:31]1[CH:42]=[CH:41][C:34]2[O:35][C:36]([CH3:40])([CH3:39])[O:37][CH2:38][C:33]=2[CH:32]=1)[OH:30])[C:18](=[O:27])[O:19][CH2:20][C:21]1[CH:26]=[CH:25][CH:24]=[CH:23][CH:22]=1.[I:47][CH3:48], predict the reaction product. The product is: [NH3:2].[I-:47].[CH3:40][C:36]1([CH3:39])[O:35][C:34]2[CH:41]=[CH:42][C:31]([C@@H:29]([OH:30])[CH2:28][N:17]([C:18](=[O:27])[O:19][CH2:20][C:21]3[CH:26]=[CH:25][CH:24]=[CH:23][CH:22]=3)[CH2:16][CH2:15][CH2:14][CH2:13][CH2:12][CH2:11][O:10][CH2:9][CH2:8][O:7][CH2:6][C:5]3[CH:4]=[C:3]([N+:2]([CH3:48])([CH3:1])[CH3:46])[CH:45]=[CH:44][CH:43]=3)=[CH:32][C:33]=2[CH2:38][O:37]1.